From a dataset of Catalyst prediction with 721,799 reactions and 888 catalyst types from USPTO. Predict which catalyst facilitates the given reaction. (1) Reactant: [CH2:1]([N:3]1[C:7]2=[N:8][CH:9]=[C:10]([C:19](O)=[O:20])[C:11]([NH:12][CH:13]3[CH2:18][CH2:17][O:16][CH2:15][CH2:14]3)=[C:6]2[CH:5]=[N:4]1)[CH3:2].C(Cl)CCl.C1C=CC2N(O)N=NC=2C=1.[NH2:36][C@H:37]([C:40]1[CH:45]=[CH:44][CH:43]=[CH:42][CH:41]=1)[CH2:38][OH:39]. Product: [CH2:1]([N:3]1[C:7]2=[N:8][CH:9]=[C:10]([C:19]([NH:36][C@H:37]([C:40]3[CH:45]=[CH:44][CH:43]=[CH:42][CH:41]=3)[CH2:38][OH:39])=[O:20])[C:11]([NH:12][CH:13]3[CH2:18][CH2:17][O:16][CH2:15][CH2:14]3)=[C:6]2[CH:5]=[N:4]1)[CH3:2]. The catalyst class is: 3. (2) Reactant: [S:1](Cl)([CH3:4])(=[O:3])=[O:2].[O:6]1[CH2:10][CH2:9][CH2:8][C@H:7]1[CH2:11][OH:12]. Product: [O:6]1[CH2:10][CH2:9][CH2:8][C@H:7]1[CH2:11][O:12][S:1]([CH3:4])(=[O:3])=[O:2]. The catalyst class is: 17. (3) Reactant: Br[C:2]1[CH:7]=[CH:6][C:5]([C:8]2[CH:9]=[C:10]3[C:30]([C:31]([CH3:34])([CH3:33])[CH:32]=2)=[C:29]2[C:12]([CH:13]=[C:14]4[C:27](=[CH:28]2)[C:26]2[CH:25]=[CH:24][CH:23]=[CH:22][C:21]=2[C:20]2[CH:19]=[CH:18][CH:17]=[CH:16][C:15]4=2)=[CH:11]3)=[CH:4][CH:3]=1.[B:35]1([B:35]2[O:39][C:38]([CH3:41])([CH3:40])[C:37]([CH3:43])([CH3:42])[O:36]2)[O:39][C:38]([CH3:41])([CH3:40])[C:37]([CH3:43])([CH3:42])[O:36]1.C([O-])(=O)C.[K+]. Product: [CH3:33][C:31]1([CH3:34])[C:30]2[C:10]([CH:11]=[C:12]3[C:29]=2[CH:28]=[C:27]2[C:14]([C:15]4[CH:16]=[CH:17][CH:18]=[CH:19][C:20]=4[C:21]4[CH:22]=[CH:23][CH:24]=[CH:25][C:26]=42)=[CH:13]3)=[CH:9][C:8]([C:5]2[CH:4]=[CH:3][C:2]([B:35]3[O:39][C:38]([CH3:41])([CH3:40])[C:37]([CH3:43])([CH3:42])[O:36]3)=[CH:7][CH:6]=2)=[CH:32]1. The catalyst class is: 203. (4) Reactant: [NH:1]1[C:5]2[CH:6]=[CH:7][C:8]([NH2:10])=[CH:9][C:4]=2[N:3]=[CH:2]1.[N:11]1[S:15][N:14]=[C:13]2[CH:16]=[C:17]([CH:20]=O)[CH:18]=[CH:19][C:12]=12.C([O:24][C:25](=O)[C:26](=[O:31])[CH2:27][C:28](=[O:30])[CH3:29])C. Product: [C:28]([C:27]1[CH:20]([C:17]2[CH:18]=[CH:19][C:12]3=[N:11][S:15][N:14]=[C:13]3[CH:16]=2)[N:10]([C:8]2[CH:7]=[CH:6][C:5]3[NH:1][CH:2]=[N:3][C:4]=3[CH:9]=2)[C:25](=[O:24])[C:26]=1[OH:31])(=[O:30])[CH3:29]. The catalyst class is: 8. (5) Reactant: [Cl:1][C:2]1[CH:3]=[C:4]([CH:7]=[C:8]([Cl:12])[C:9]=1[O:10][CH3:11])[CH:5]=O.Cl.CO.C(O[CH:19](OCC)[CH2:20][NH:21][CH2:22][C:23]1[CH:28]=[CH:27][CH:26]=[C:25]([O:29][CH2:30][CH3:31])[C:24]=1[OH:32])C. Product: [ClH:1].[Cl:1][C:2]1[CH:3]=[C:4]([CH:7]=[C:8]([Cl:12])[C:9]=1[O:10][CH3:11])[CH2:5][C:19]1[C:28]2[C:23](=[C:24]([OH:32])[C:25]([O:29][CH2:30][CH3:31])=[CH:26][CH:27]=2)[CH:22]=[N:21][CH:20]=1. The catalyst class is: 14. (6) Reactant: [OH-].[K+].C([O:5][C:6](=[O:31])[C:7]([CH2:22][CH2:23][CH2:24][CH2:25][C:26]([CH3:30])([CH3:29])[CH2:27][OH:28])([CH2:13][CH2:14][CH2:15][CH2:16][C:17]([CH3:21])([CH3:20])[CH2:18][OH:19])[C:8]([O:10]CC)=[O:9])C. Product: [OH:28][CH2:27][C:26]([CH3:30])([CH3:29])[CH2:25][CH2:24][CH2:23][CH2:22][C:7]([CH2:13][CH2:14][CH2:15][CH2:16][C:17]([CH3:21])([CH3:20])[CH2:18][OH:19])([C:8]([OH:10])=[O:9])[C:6]([OH:31])=[O:5]. The catalyst class is: 97. (7) Reactant: [NH:1]1[CH2:5][CH2:4][CH2:3][CH2:2]1.Cl[CH2:7][CH2:8][O:9][C:10]1[C:18]2[C:13](=[N:14][CH:15]=[N:16][C:17]=2[NH:19][C:20]2[CH:25]=[CH:24][C:23]([O:26][CH2:27][C:28]3[CH:33]=[CH:32][CH:31]=[C:30]([F:34])[CH:29]=3)=[C:22]([Cl:35])[CH:21]=2)[NH:12][N:11]=1. Product: [Cl:35][C:22]1[CH:21]=[C:20]([NH:19][C:17]2[N:16]=[CH:15][N:14]=[C:13]3[NH:12][N:11]=[C:10]([O:9][CH2:8][CH2:7][N:1]4[CH2:5][CH2:4][CH2:3][CH2:2]4)[C:18]=23)[CH:25]=[CH:24][C:23]=1[O:26][CH2:27][C:28]1[CH:33]=[CH:32][CH:31]=[C:30]([F:34])[CH:29]=1. The catalyst class is: 8. (8) Reactant: Br[C:2]1[CH:9]=[CH:8][C:5]([C:6]#[N:7])=[CH:4][C:3]=1[N+:10]([O-:12])=[O:11].[CH2:13]([O:15][C:16]1[CH:21]=[CH:20][CH:19]=[CH:18][C:17]=1B(O)O)[CH3:14].[F-].[K+]. Product: [CH2:13]([O:15][C:16]1[CH:21]=[CH:20][CH:19]=[CH:18][C:17]=1[C:2]1[CH:9]=[CH:8][C:5]([C:6]#[N:7])=[CH:4][C:3]=1[N+:10]([O-:12])=[O:11])[CH3:14]. The catalyst class is: 110. (9) Reactant: C(NC(C)C)(C)C.[CH:8]1([C:11]([O:13][C:14]([CH3:17])([CH3:16])[CH3:15])=[O:12])[CH2:10][CH2:9]1.[CH3:18][C@H:19]1[C:23](=O)[O:22]C(=O)[N:20]1[C:26]([O:28][CH2:29][C:30]1[CH:35]=[CH:34][CH:33]=[CH:32][CH:31]=1)=[O:27].C(O)(=O)C. Product: [CH2:29]([O:28][C:26]([NH:20][C@@H:19]([CH3:18])[C:23]([C:8]1([C:11]([O:13][C:14]([CH3:17])([CH3:16])[CH3:15])=[O:12])[CH2:10][CH2:9]1)=[O:22])=[O:27])[C:30]1[CH:35]=[CH:34][CH:33]=[CH:32][CH:31]=1. The catalyst class is: 20. (10) Reactant: O.C(N(CC)CC)C.C([O:12][C@H:13]1[C@H:18]([O:19]C(=O)C)[C@@H:17]([O:23]C(=O)C)[C@H:16]([O:27][C:28]2[C:29]([O:48][CH3:49])=[CH:30][CH:31]=[C:32]3[C:37]=2[O:36][C:35](=[O:38])[CH:34]=[C:33]3[NH:39][C:40]2[C:45]([Cl:46])=[CH:44][N:43]=[CH:42][C:41]=2[Cl:47])[O:15][C@@H:14]1[CH2:50][O:51]C(=O)C)(=O)C. Product: [Cl:47][C:41]1[CH:42]=[N:43][CH:44]=[C:45]([Cl:46])[C:40]=1[NH:39][C:33]1[C:32]2[C:37](=[C:28]([O:27][C@H:16]3[C@H:17]([OH:23])[C@@H:18]([OH:19])[C@H:13]([OH:12])[C@@H:14]([CH2:50][OH:51])[O:15]3)[C:29]([O:48][CH3:49])=[CH:30][CH:31]=2)[O:36][C:35](=[O:38])[CH:34]=1. The catalyst class is: 5.